Dataset: Reaction yield outcomes from USPTO patents with 853,638 reactions. Task: Predict the reaction yield, written as a fraction of the theoretical maximum amount of product (1.0 means a 100% yield; for example, 0.34 means a 34% yield). (1) The reactants are [NH2:1][C:2]1[CH:3]=[N:4][CH:5]=[CH:6][C:7]=1[N:8]1[CH2:13][C@H:12]([CH3:14])[C@@H:11]([O:15][Si:16]([C:19]([CH3:22])([CH3:21])[CH3:20])([CH3:18])[CH3:17])[C@H:10]([NH:23][C:24](=[O:30])[O:25][C:26]([CH3:29])([CH3:28])[CH3:27])[CH2:9]1.[C:31]([O:35][C:36](O[C:36]([O:35][C:31]([CH3:34])([CH3:33])[CH3:32])=[O:37])=[O:37])([CH3:34])([CH3:33])[CH3:32]. The catalyst is C(Cl)Cl.CN(C)C1C=CN=CC=1.CCOC(C)=O.O. The product is [C:26]([O:25][C:24]([N:1]([C:2]1[CH:3]=[N:4][CH:5]=[CH:6][C:7]=1[N:8]1[CH2:13][C@H:12]([CH3:14])[C@@H:11]([O:15][Si:16]([C:19]([CH3:22])([CH3:21])[CH3:20])([CH3:18])[CH3:17])[C@H:10]([NH:23][C:24]([O:25][C:26]([CH3:29])([CH3:28])[CH3:27])=[O:30])[CH2:9]1)[C:36]([O:35][C:31]([CH3:34])([CH3:33])[CH3:32])=[O:37])=[O:30])([CH3:29])([CH3:28])[CH3:27]. The yield is 0.600. (2) The reactants are [Br:1][C:2]1[CH:7]=[CH:6][C:5]([OH:8])=[C:4]([F:9])[C:3]=1[F:10].C(=O)([O-])[O-].[K+].[K+].[CH3:17][C:18]([CH3:20])=[O:19]. No catalyst specified. The yield is 0.710. The product is [Br:1][C:2]1[CH:7]=[CH:6][C:5]([O:8][CH2:17][CH:18]2[CH2:20][O:19]2)=[C:4]([F:9])[C:3]=1[F:10].